Dataset: Reaction yield outcomes from USPTO patents with 853,638 reactions. Task: Predict the reaction yield, written as a fraction of the theoretical maximum amount of product (1.0 means a 100% yield; for example, 0.34 means a 34% yield). The reactants are [CH2:1]([O:3][C:4]([CH:6]1[NH:10][N:9]=[C:8]([C:11]([CH3:14])([CH3:13])[CH3:12])[S:7]1)=[O:5])[CH3:2].[CH:15]1[C:27]2[CH:26]([CH2:28][O:29][C:30](=[O:39])[NH:31][CH:32]([C:36](Cl)=[O:37])[CH:33]([CH3:35])[CH3:34])[C:25]3[C:20](=[CH:21][CH:22]=[CH:23][CH:24]=3)[C:19]=2[CH:18]=[CH:17][CH:16]=1. The catalyst is C1(C)C=CC=CC=1. The product is [CH2:1]([O:3][C:4]([CH:6]1[N:10]([C:36](=[O:37])[CH:32]([NH:31][C:30]([O:29][CH2:28][CH:26]2[C:27]3[CH:15]=[CH:16][CH:17]=[CH:18][C:19]=3[C:20]3[C:25]2=[CH:24][CH:23]=[CH:22][CH:21]=3)=[O:39])[CH:33]([CH3:35])[CH3:34])[N:9]=[C:8]([C:11]([CH3:13])([CH3:12])[CH3:14])[S:7]1)=[O:5])[CH3:2]. The yield is 0.490.